Dataset: Reaction yield outcomes from USPTO patents with 853,638 reactions. Task: Predict the reaction yield, written as a fraction of the theoretical maximum amount of product (1.0 means a 100% yield; for example, 0.34 means a 34% yield). (1) The reactants are [NH2:1][C:2]1[N:7]=[C:6](C2C(C)=C(S([O-])(=O)=O)C(C)=CC=2C)[C:5]([CH2:21][C:22]2[CH:27]=[CH:26][C:25]([Br:28])=[CH:24][C:23]=2[O:29][CH3:30])=[C:4]([CH3:31])[N:3]=1.[CH2:32]([NH2:37])[CH2:33][CH2:34][CH2:35][CH3:36]. No catalyst specified. The product is [Br:28][C:25]1[CH:26]=[CH:27][C:22]([CH2:21][C:5]2[C:6]([NH:37][CH2:32][CH2:33][CH2:34][CH2:35][CH3:36])=[N:7][C:2]([NH2:1])=[N:3][C:4]=2[CH3:31])=[C:23]([O:29][CH3:30])[CH:24]=1. The yield is 0.850. (2) The reactants are C(P(CCCC)CCCC)CCC.N(C(OC(C)(C)C)=O)=NC(OC(C)(C)C)=O.[Br:30][C:31]1[CH:58]=[CH:57][C:34]([O:35][C@@H:36]([CH2:54][CH2:55]O)[C:37]([NH:39][CH:40]2[CH2:45][CH2:44][N:43]([C:46]3[S:50][N:49]=[C:48]([CH:51]([CH3:53])[CH3:52])[N:47]=3)[CH2:42][CH2:41]2)=[O:38])=[C:33]([F:59])[CH:32]=1. The catalyst is C1COCC1. The product is [Br:30][C:31]1[CH:58]=[CH:57][C:34]([O:35][C@H:36]2[CH2:54][CH2:55][N:39]([CH:40]3[CH2:41][CH2:42][N:43]([C:46]4[S:50][N:49]=[C:48]([CH:51]([CH3:53])[CH3:52])[N:47]=4)[CH2:44][CH2:45]3)[C:37]2=[O:38])=[C:33]([F:59])[CH:32]=1. The yield is 0.693. (3) The reactants are [CH2:1]([C:3]1[CH:8]=[CH:7][CH:6]=[CH:5][C:4]=1[CH2:9][CH2:10]O)[CH3:2].N1C=CN=C1.C1C=CC(P(C2C=CC=CC=2)C2C=CC=CC=2)=CC=1.[I:36]I. The catalyst is CC#N.CCOCC. The product is [CH2:1]([C:3]1[CH:8]=[CH:7][CH:6]=[CH:5][C:4]=1[CH2:9][CH2:10][I:36])[CH3:2]. The yield is 0.740. (4) The reactants are [N:1]1[CH:6]=[CH:5][CH:4]=[C:3]([O:7][C:8]2[CH:15]=[CH:14][C:11]([C:12]#[N:13])=[CH:10][CH:9]=2)[CH:2]=1.[NH2:16][OH:17]. The catalyst is C(O)C. The product is [OH:17]/[N:16]=[C:12](\[NH2:13])/[C:11]1[CH:10]=[CH:9][C:8]([O:7][C:3]2[CH:2]=[N:1][CH:6]=[CH:5][CH:4]=2)=[CH:15][CH:14]=1. The yield is 1.00. (5) The reactants are [Cl:1][C:2]1[N:7]=[C:6]([Cl:8])[CH:5]=[C:4](Cl)[N:3]=1.[CH2:10]([Mg]Cl)[C:11]1[CH:16]=[CH:15][CH:14]=[CH:13][CH:12]=1. The catalyst is C1COCC1. The product is [CH2:10]([C:4]1[CH:5]=[C:6]([Cl:8])[N:7]=[C:2]([Cl:1])[N:3]=1)[C:11]1[CH:16]=[CH:15][CH:14]=[CH:13][CH:12]=1. The yield is 0.470. (6) The reactants are [NH2:1][C:2]1[CH:3]=[C:4]2[C:20](=[O:21])[NH:19][N:18]=[CH:17][C:6]3=[C:7]([C:11]4[CH:16]=[CH:15][CH:14]=[CH:13][CH:12]=4)[NH:8][C:9]([CH:10]=1)=[C:5]23.[CH3:22][C:23]([O:26][C:27]([NH:29][C@H:30]([CH2:34][C:35]1[CH:40]=[CH:39][C:38]([OH:41])=[CH:37][CH:36]=1)[C:31](O)=[O:32])=[O:28])([CH3:25])[CH3:24].C(N(CC)CC)C.F[P-](F)(F)(F)(F)F.N1(OC(N(C)C)=[N+](C)C)C2N=CC=CC=2N=N1. The catalyst is C(Cl)Cl.CN(C)C=O. The product is [OH:41][C:38]1[CH:39]=[CH:40][C:35]([CH2:34][C@@H:30]([NH:29][C:27](=[O:28])[O:26][C:23]([CH3:24])([CH3:22])[CH3:25])[C:31](=[O:32])[NH:1][C:2]2[CH:3]=[C:4]3[C:20](=[O:21])[NH:19][N:18]=[CH:17][C:6]4=[C:7]([C:11]5[CH:12]=[CH:13][CH:14]=[CH:15][CH:16]=5)[NH:8][C:9]([CH:10]=2)=[C:5]34)=[CH:36][CH:37]=1. The yield is 0.950. (7) The reactants are Cl.[CH3:2][O:3][C:4]([C:6]12[CH2:15][CH:10]3[CH2:11][CH:12]([CH2:14][C:8]([NH2:16])([CH2:9]3)[CH2:7]1)[CH2:13]2)=[O:5].C(N(CC)CC)C.Cl.[N:25]1[CH:30]=[CH:29][CH:28]=[CH:27][C:26]=1[C:31](Cl)=[O:32].C(=O)(O)[O-].[Na+]. The catalyst is C(Cl)Cl. The product is [CH3:2][O:3][C:4]([C:6]12[CH2:15][CH:10]3[CH2:11][CH:12]([CH2:14][C:8]([NH:16][C:31]([C:26]4[CH:27]=[CH:28][CH:29]=[CH:30][N:25]=4)=[O:32])([CH2:9]3)[CH2:7]1)[CH2:13]2)=[O:5]. The yield is 0.970. (8) The reactants are Br[C:2]1[CH:3]=[C:4]2[C:8](=[CH:9][CH:10]=1)[N:7]([CH2:11][CH2:12][CH2:13][O:14][Si:15]([C:28]([CH3:31])([CH3:30])[CH3:29])([C:22]1[CH:27]=[CH:26][CH:25]=[CH:24][CH:23]=1)[C:16]1[CH:21]=[CH:20][CH:19]=[CH:18][CH:17]=1)[N:6]=[CH:5]2.C([Li])CCC.[B:37](OC)([O:40]C)[O:38]C. The catalyst is C1COCC1. The product is [Si:15]([O:14][CH2:13][CH2:12][CH2:11][N:7]1[C:8]2[C:4](=[CH:3][C:2]([B:37]([OH:40])[OH:38])=[CH:10][CH:9]=2)[CH:5]=[N:6]1)([C:28]([CH3:31])([CH3:29])[CH3:30])([C:22]1[CH:27]=[CH:26][CH:25]=[CH:24][CH:23]=1)[C:16]1[CH:21]=[CH:20][CH:19]=[CH:18][CH:17]=1. The yield is 0.520.